Dataset: Reaction yield outcomes from USPTO patents with 853,638 reactions. Task: Predict the reaction yield, written as a fraction of the theoretical maximum amount of product (1.0 means a 100% yield; for example, 0.34 means a 34% yield). The reactants are [Cl:1][C:2]1[CH:7]=[CH:6][C:5]([C:8]2[NH:13][C:12](=O)[C:11]([CH3:15])=[CH:10][N:9]=2)=[CH:4][CH:3]=1.P(Cl)(Cl)([Cl:18])=O. The catalyst is O. The product is [Cl:18][CH:12]1[NH:13][C:8]([C:5]2[CH:6]=[CH:7][C:2]([Cl:1])=[CH:3][CH:4]=2)=[N:9][CH:10]=[C:11]1[CH3:15]. The yield is 0.920.